Dataset: Forward reaction prediction with 1.9M reactions from USPTO patents (1976-2016). Task: Predict the product of the given reaction. (1) Given the reactants [Cl:1][C:2]1[CH:3]=[C:4]2[C:10]([C:11]3[N:16]=[C:15](S(C)=O)[C:14]([F:20])=[CH:13][N:12]=3)=[CH:9][N:8]([S:21]([C:24]3[CH:29]=[CH:28][C:27]([CH3:30])=[CH:26][CH:25]=3)(=[O:23])=[O:22])[C:5]2=[N:6][CH:7]=1.N1CCCC1=O.[NH2:37][C@H:38]1[CH2:43][CH2:42][CH2:41][C@@H:40]([N:44]2[CH2:48][CH2:47][CH2:46][C:45]2=[O:49])[CH2:39]1.C([O-])([O-])=O.[Na+].[Na+].Cl, predict the reaction product. The product is: [Cl:1][C:2]1[CH:3]=[C:4]2[C:10]([C:11]3[N:16]=[C:15]([NH:37][C@H:38]4[CH2:43][CH2:42][CH2:41][C@@H:40]([N:44]5[CH2:48][CH2:47][CH2:46][C:45]5=[O:49])[CH2:39]4)[C:14]([F:20])=[CH:13][N:12]=3)=[CH:9][N:8]([S:21]([C:24]3[CH:29]=[CH:28][C:27]([CH3:30])=[CH:26][CH:25]=3)(=[O:23])=[O:22])[C:5]2=[N:6][CH:7]=1. (2) Given the reactants [CH3:1][O:2][C:3]([C:5]1[N:6]=[C:7]([NH2:10])[S:8][CH:9]=1)=[O:4].[C:11]([NH:18][C@H:19]([C:27](O)=[O:28])[CH2:20][C:21]1[CH:26]=[CH:25][CH:24]=[CH:23][CH:22]=1)([O:13][C:14]([CH3:17])([CH3:16])[CH3:15])=[O:12].ON1C2C=CC=CC=2N=N1.C(N=C=NC(C)C)(C)C, predict the reaction product. The product is: [CH3:1][O:2][C:3]([C:5]1[N:6]=[C:7]([NH:10][C:27](=[O:28])[C@@H:19]([NH:18][C:11]([O:13][C:14]([CH3:16])([CH3:15])[CH3:17])=[O:12])[CH2:20][C:21]2[CH:26]=[CH:25][CH:24]=[CH:23][CH:22]=2)[S:8][CH:9]=1)=[O:4].